Dataset: Full USPTO retrosynthesis dataset with 1.9M reactions from patents (1976-2016). Task: Predict the reactants needed to synthesize the given product. (1) The reactants are: CCN(C(C)C)C(C)C.Cl[C:11]1[C:30]([C:31]2[N:35](C3CCCCO3)[N:34]=[CH:33][CH:32]=2)=[CH:29][C:14]([C:15]([NH:17][C:18]2[CH:23]=[CH:22][C:21]([O:24][C:25]([F:28])([F:27])[F:26])=[CH:20][CH:19]=2)=[O:16])=[CH:13][N:12]=1.[C:42]12([NH:48]C(=O)OC(C)(C)C)[CH2:47][CH:46]1[CH2:45][NH:44][CH2:43]2.C(O)(C(F)(F)F)=O.C([O-])([O-])=O.[Na+].[Na+]. Given the product [NH2:48][C:42]12[CH2:47][CH:46]1[CH2:45][N:44]([C:11]1[C:30]([C:31]3[NH:35][N:34]=[CH:33][CH:32]=3)=[CH:29][C:14]([C:15]([NH:17][C:18]3[CH:23]=[CH:22][C:21]([O:24][C:25]([F:28])([F:26])[F:27])=[CH:20][CH:19]=3)=[O:16])=[CH:13][N:12]=1)[CH2:43]2, predict the reactants needed to synthesize it. (2) Given the product [CH2:47]([N:51]([CH:52]([CH3:54])[CH3:53])[C:41](=[O:43])[CH2:40][CH:37]1[CH2:38][CH2:39][N:34]([C:32]([N:12]2[C@@:13]([C:25]3[CH:26]=[CH:27][C:28]([Cl:31])=[CH:29][CH:30]=3)([CH3:24])[C@@:14]([C:17]3[CH:22]=[CH:21][C:20]([Cl:23])=[CH:19][CH:18]=3)([CH3:16])[N:15]=[C:11]2[C:8]2[CH:9]=[N:10][C:5]([C:1]([CH3:2])([CH3:4])[CH3:3])=[CH:6][C:7]=2[O:44][CH2:45][CH3:46])=[O:33])[CH2:35][CH2:36]1)[CH2:48][CH2:49][CH3:50], predict the reactants needed to synthesize it. The reactants are: [C:1]([C:5]1[N:10]=[CH:9][C:8]([C:11]2[N:12]([C:32]([N:34]3[CH2:39][CH2:38][CH:37]([CH2:40][C:41]([OH:43])=O)[CH2:36][CH2:35]3)=[O:33])[C@@:13]([C:25]3[CH:30]=[CH:29][C:28]([Cl:31])=[CH:27][CH:26]=3)([CH3:24])[C@@:14]([C:17]3[CH:22]=[CH:21][C:20]([Cl:23])=[CH:19][CH:18]=3)([CH3:16])[N:15]=2)=[C:7]([O:44][CH2:45][CH3:46])[CH:6]=1)([CH3:4])([CH3:3])[CH3:2].[CH2:47]([NH:51][CH:52]([CH3:54])[CH3:53])[CH2:48][CH2:49][CH3:50]. (3) The reactants are: [Cl:1][C:2]1[CH:24]=[CH:23][CH:22]=[CH:21][C:3]=1[CH2:4][N:5]1[C:9]2[CH:10]=[CH:11][CH:12]=[CH:13][C:8]=2[N:7]([CH:14]2[CH2:19][CH2:18][NH:17][CH2:16][CH2:15]2)[C:6]1=[NH:20].[Cl:25][C:26]1[CH:27]=[CH:28][C:29]([N+:58]([O-:60])=[O:59])=[C:30](N2CCC(N3C4C=CC=CC=4N(CC4C=CC=C5C=4C=CN5)C3=N)CC2)[CH:31]=1. Given the product [Cl:1][C:2]1[CH:24]=[CH:23][CH:22]=[CH:21][C:3]=1[CH2:4][N:5]1[C:9]2[CH:10]=[CH:11][CH:12]=[CH:13][C:8]=2[N:7]([CH:14]2[CH2:15][CH2:16][N:17]([C:28]3[CH:27]=[C:26]([Cl:25])[CH:31]=[CH:30][C:29]=3[N+:58]([O-:60])=[O:59])[CH2:18][CH2:19]2)[C:6]1=[NH:20], predict the reactants needed to synthesize it. (4) The reactants are: C(O[C:5]1[CH:14]=[CH:13][C:8]([C:9]([NH:11]O)=[O:10])=[C:7]([C:15]2[CH:20]=[CH:19][CH:18]=[CH:17][CH:16]=2)[C:6]=1[O:21]C(=O)C)(=O)C.Cl. Given the product [OH:21][C:6]1[C:7]([C:15]2[CH:20]=[CH:19][CH:18]=[CH:17][CH:16]=2)=[C:8]([CH:13]=[CH:14][CH:5]=1)[C:9]([NH2:11])=[O:10], predict the reactants needed to synthesize it.